The task is: Predict which catalyst facilitates the given reaction.. This data is from Catalyst prediction with 721,799 reactions and 888 catalyst types from USPTO. (1) Reactant: [Br:1][C:2]1[CH:6]=[C:5]([C:7](O)=[O:8])[N:4]([C:10]2[C:15]([Cl:16])=[CH:14][C:13]([Cl:17])=[CH:12][N:11]=2)[N:3]=1.C(Cl)(=O)C([Cl:21])=O. Product: [Br:1][C:2]1[CH:6]=[C:5]([C:7]([Cl:21])=[O:8])[N:4]([C:10]2[C:15]([Cl:16])=[CH:14][C:13]([Cl:17])=[CH:12][N:11]=2)[N:3]=1. The catalyst class is: 204. (2) Product: [CH2:8]([C@H:10]1[C@@H:14]([OH:15])[C@H:13]([CH3:1])[C:12](=[O:16])[N:11]1[C:17]1[CH:24]=[CH:23][C:20]([C:21]#[N:22])=[C:19]([C:25]([F:28])([F:26])[F:27])[CH:18]=1)[CH3:9]. Reactant: [CH:1](NC(C)C)(C)C.[CH2:8]([C@H:10]1[C@@H:14]([OH:15])[CH2:13][C:12](=[O:16])[N:11]1[C:17]1[CH:24]=[CH:23][C:20]([C:21]#[N:22])=[C:19]([C:25]([F:28])([F:27])[F:26])[CH:18]=1)[CH3:9].IC.[Cl-].[NH4+]. The catalyst class is: 7. (3) The catalyst class is: 4. Reactant: [Cl:1][C:2]1[CH:3]=[C:4]([C:9]2[CH:18]=[C:17]([C:19](O)=[O:20])[C:16]3[C:11](=[CH:12][CH:13]=[CH:14][CH:15]=3)[N:10]=2)[CH:5]=[CH:6][C:7]=1[Cl:8].[NH2:22][C:23]1[CH:28]=[CH:27][CH:26]=[C:25]([F:29])[N:24]=1.C(N(CC)CC)C.CCCP1(OP(CCC)(=O)OP(CCC)(=O)O1)=O. Product: [F:29][C:25]1[N:24]=[C:23]([NH:22][C:19]([C:17]2[C:16]3[C:11](=[CH:12][CH:13]=[CH:14][CH:15]=3)[N:10]=[C:9]([C:4]3[CH:5]=[CH:6][C:7]([Cl:8])=[C:2]([Cl:1])[CH:3]=3)[CH:18]=2)=[O:20])[CH:28]=[CH:27][CH:26]=1. (4) Reactant: [Cl:1][C:2]([Cl:28])([Cl:27])[CH2:3][O:4][C:5](=[O:26])[NH:6][C:7]1[CH:12]=[CH:11][C:10]([S:13][C:14]2[CH:19]=[CH:18][C:17]([C:20](Cl)=[O:21])=[CH:16][C:15]=2[N+:23]([O-:25])=[O:24])=[CH:9][CH:8]=1.[S:29]1[CH:33]=[N:32][N:31]=[C:30]1[NH2:34]. Product: [Cl:1][C:2]([Cl:28])([Cl:27])[CH2:3][O:4][C:5](=[O:26])[NH:6][C:7]1[CH:12]=[CH:11][C:10]([S:13][C:14]2[CH:19]=[CH:18][C:17]([C:20](=[O:21])[NH:34][C:30]3[S:29][CH:33]=[N:32][N:31]=3)=[CH:16][C:15]=2[N+:23]([O-:25])=[O:24])=[CH:9][CH:8]=1. The catalyst class is: 11. (5) Reactant: CO[CH:3]1[N:7]([C:8]([O:10][CH3:11])=[O:9])[C@H:6]([C:12]([O:14][CH3:15])=[O:13])[CH2:5][CH2:4]1.C[Si]([C:20]#[C:21][CH3:22])(C)C.[Sn](Cl)(Cl)(Cl)Cl.[Cl-].[Al+3].[Cl-].[Cl-]. Product: [CH:20]([C@@H:3]1[N:7]([C:8]([O:10][CH3:11])=[O:9])[C@H:6]([C:12]([O:14][CH3:15])=[O:13])[CH2:5][CH2:4]1)=[CH:21][CH3:22]. The catalyst class is: 2. (6) The catalyst class is: 83. Reactant: [O:1]=[C:2]1[C:10]2[C:5](=[CH:6][CH:7]=[CH:8][CH:9]=2)[CH2:4][N:3]1[C:11]1[CH:16]=[CH:15][CH:14]=[CH:13][C:12]=1/[CH:17]=[CH:18]/[C:19]([O:21]CC)=O.[NH2:24][OH:25].[OH-].[Na+]. Product: [OH:25][NH:24][C:19](=[O:21])/[CH:18]=[CH:17]/[C:12]1[CH:13]=[CH:14][CH:15]=[CH:16][C:11]=1[N:3]1[CH2:4][C:5]2[C:10](=[CH:9][CH:8]=[CH:7][CH:6]=2)[C:2]1=[O:1].